Task: Predict the reactants needed to synthesize the given product.. Dataset: Full USPTO retrosynthesis dataset with 1.9M reactions from patents (1976-2016) (1) Given the product [Br:1][C:2]1[CH:7]=[CH:6][C:5]([CH:8]2[NH:9][C:10](=[O:11])[N:21]([C:17]3[CH:18]=[CH:19][CH:20]=[C:15]([CH:14]([F:13])[F:36])[CH:16]=3)[C:22]3[CH2:27][CH2:26][NH:25][C:24](=[O:35])[C:23]2=3)=[CH:4][CH:3]=1, predict the reactants needed to synthesize it. The reactants are: [Br:1][C:2]1[CH:7]=[CH:6][C:5]([CH:8](Cl)[N:9]=[C:10]=[O:11])=[CH:4][CH:3]=1.[F:13][CH:14]([F:36])[C:15]1[CH:16]=[C:17]([NH:21][C:22]2[CH2:27][CH2:26][N:25](C(OC(C)(C)C)=O)[C:24](=[O:35])[CH:23]=2)[CH:18]=[CH:19][CH:20]=1.O. (2) The reactants are: [Br:1][C:2]1[CH:3]=[C:4]([CH:8]([P:10](=[O:17])([O:14][CH2:15][CH3:16])[O:11][CH2:12][CH3:13])O)[CH:5]=[CH:6][CH:7]=1.CCN(S(F)(F)[F:24])CC. Given the product [Br:1][C:2]1[CH:3]=[C:4]([CH:8]([P:10](=[O:17])([O:14][CH2:15][CH3:16])[O:11][CH2:12][CH3:13])[F:24])[CH:5]=[CH:6][CH:7]=1, predict the reactants needed to synthesize it. (3) Given the product [F:23][C:17]1[CH:18]=[CH:19][C:20]([CH3:22])=[CH:21][C:16]=1[C:14]1[O:13][N:12]=[C:11]([CH2:9][OH:8])[CH:15]=1, predict the reactants needed to synthesize it. The reactants are: [H-].[Al+3].[Li+].[H-].[H-].[H-].C[O:8][C:9]([C:11]1[CH:15]=[C:14]([C:16]2[CH:21]=[C:20]([CH3:22])[CH:19]=[CH:18][C:17]=2[F:23])[O:13][N:12]=1)=O. (4) Given the product [F:17][C:16]1[CH:15]=[CH:14][C:13]([CH2:18][N:19]2[CH2:39][CH2:38][C:22]3([O:27][CH2:26][CH2:25][N:24]([C:28]([C:30]4[N:31]=[C:32]([CH:35]([CH3:36])[CH3:37])[S:33][CH:34]=4)=[O:29])[CH2:23]3)[CH2:21][CH2:20]2)=[CH:12][C:11]=1[CH2:10][CH2:9][NH:8][CH2:40][C@@H:41]([C:43]1[C:51]2[S:50][C:49](=[O:52])[NH:48][C:47]=2[C:46]([OH:56])=[CH:45][CH:44]=1)[OH:42], predict the reactants needed to synthesize it. The reactants are: C([N:8]([CH2:40][C@@H:41]([C:43]1[C:51]2[S:50][C:49]([O:52]C(C)C)=[N:48][C:47]=2[C:46]([O:56]C(C)(C)C)=[CH:45][CH:44]=1)[OH:42])[CH2:9][CH2:10][C:11]1[CH:12]=[C:13]([CH2:18][N:19]2[CH2:39][CH2:38][C:22]3([O:27][CH2:26][CH2:25][N:24]([C:28]([C:30]4[N:31]=[C:32]([CH:35]([CH3:37])[CH3:36])[S:33][CH:34]=4)=[O:29])[CH2:23]3)[CH2:21][CH2:20]2)[CH:14]=[CH:15][C:16]=1[F:17])C1C=CC=CC=1. (5) Given the product [C:3]([O:7][C:8]([NH:10][C@@H:11]([CH3:23])[CH2:12][O:13][C:14]1[CH:18]=[C:17]([C:19]([OH:21])=[O:20])[O:16][N:15]=1)=[O:9])([CH3:6])([CH3:4])[CH3:5], predict the reactants needed to synthesize it. The reactants are: [OH-].[Na+].[C:3]([O:7][C:8]([NH:10][C@@H:11]([CH3:23])[CH2:12][O:13][C:14]1[CH:18]=[C:17]([C:19]([O:21]C)=[O:20])[O:16][N:15]=1)=[O:9])([CH3:6])([CH3:5])[CH3:4]. (6) The reactants are: [C:1]([C:5]1[CH:6]=[C:7]([CH:11]=[C:12]([C:15]([CH3:18])([CH3:17])[CH3:16])[C:13]=1[OH:14])[C:8]([OH:10])=[O:9])([CH3:4])([CH3:3])[CH3:2].[N+:19]([C:22]1[CH:27]=[CH:26][C:25]([CH2:28][CH2:29]O)=[CH:24][CH:23]=1)([O-:21])=[O:20].C1(N=C=NC2CCCCC2)CCCCC1. Given the product [CH3:2][C:1]([C:5]1[CH:6]=[C:7]([CH:11]=[C:12]([C:15]([CH3:18])([CH3:17])[CH3:16])[C:13]=1[OH:14])[C:8]([O:10][CH2:29][CH2:28][C:25]1[CH:24]=[CH:23][C:22]([N+:19]([O-:21])=[O:20])=[CH:27][CH:26]=1)=[O:9])([CH3:4])[CH3:3], predict the reactants needed to synthesize it. (7) Given the product [CH:15]([NH:18][C:1]([C:4]1[CH:9]=[CH:8][C:7]([B:10]([OH:12])[OH:11])=[C:6]([O:13][CH3:14])[CH:5]=1)=[O:3])([CH3:17])[CH3:16], predict the reactants needed to synthesize it. The reactants are: [C:1]([C:4]1[CH:9]=[CH:8][C:7]([B:10]([OH:12])[OH:11])=[C:6]([O:13][CH3:14])[CH:5]=1)([OH:3])=O.[CH:15]([NH2:18])([CH3:17])[CH3:16].